This data is from NCI-60 drug combinations with 297,098 pairs across 59 cell lines. The task is: Regression. Given two drug SMILES strings and cell line genomic features, predict the synergy score measuring deviation from expected non-interaction effect. (1) Drug 1: CCCCCOC(=O)NC1=NC(=O)N(C=C1F)C2C(C(C(O2)C)O)O. Drug 2: C1=NC(=NC(=O)N1C2C(C(C(O2)CO)O)O)N. Cell line: NCI-H460. Synergy scores: CSS=60.5, Synergy_ZIP=-0.494, Synergy_Bliss=0.267, Synergy_Loewe=-40.1, Synergy_HSA=-1.75. (2) Drug 1: C1CN1C2=NC(=NC(=N2)N3CC3)N4CC4. Drug 2: CN(C(=O)NC(C=O)C(C(C(CO)O)O)O)N=O. Cell line: NCI-H522. Synergy scores: CSS=25.7, Synergy_ZIP=-10.7, Synergy_Bliss=0.597, Synergy_Loewe=-21.7, Synergy_HSA=0.313.